From a dataset of Catalyst prediction with 721,799 reactions and 888 catalyst types from USPTO. Predict which catalyst facilitates the given reaction. (1) Reactant: [O:1]=[C:2]1[CH2:7][O:6][C:5]2[N:8]=[C:9]([C:18]3[CH:32]=[CH:31][C:21]([CH2:22][NH:23]C(=O)OC(C)(C)C)=[CH:20][CH:19]=3)[C:10]([C:12]3[CH:17]=[CH:16][CH:15]=[CH:14][CH:13]=3)=[CH:11][C:4]=2[N:3]1[CH2:33][C:34]([F:37])([F:36])[F:35]. Product: [NH2:23][CH2:22][C:21]1[CH:31]=[CH:32][C:18]([C:9]2[C:10]([C:12]3[CH:13]=[CH:14][CH:15]=[CH:16][CH:17]=3)=[CH:11][C:4]3[N:3]([CH2:33][C:34]([F:37])([F:35])[F:36])[C:2](=[O:1])[CH2:7][O:6][C:5]=3[N:8]=2)=[CH:19][CH:20]=1. The catalyst class is: 67. (2) Reactant: C1(P(CC)C2C=CC=CC=2)C=CC=CC=1.[CH3:16][C:17]1([CH3:24])[C:21]([CH3:23])([CH3:22])[O:20][BH:19][O:18]1.[C:25]([NH:28][C:29]([CH:41]1[CH2:44][C:43]([CH2:48][C:49]2[CH:54]=[CH:53][C:52]([Cl:55])=[CH:51][CH:50]=2)([NH:45][CH:46]=[O:47])[CH2:42]1)([CH2:37][CH2:38][CH:39]=[CH2:40])[C:30]([NH:32][C:33]([CH3:36])([CH3:35])[CH3:34])=[O:31])(=[O:27])[CH3:26]. Product: [C:25]([NH:28][C:29]([CH:41]1[CH2:42][C:43]([CH2:48][C:49]2[CH:54]=[CH:53][C:52]([Cl:55])=[CH:51][CH:50]=2)([NH:45][CH:46]=[O:47])[CH2:44]1)([CH2:37][CH2:38][CH2:39][CH2:40][B:19]1[O:20][C:21]([CH3:23])([CH3:22])[C:17]([CH3:24])([CH3:16])[O:18]1)[C:30]([NH:32][C:33]([CH3:36])([CH3:34])[CH3:35])=[O:31])(=[O:27])[CH3:26]. The catalyst class is: 4. (3) Reactant: C(N(CC)CC)C.[CH:8]([C:10]1[C:18]2[C:13](=[CH:14][CH:15]=[CH:16][CH:17]=2)[N:12](C(OC(C)(C)C)=O)[CH:11]=1)=[O:9].[CH3:26][O:27][C:28]1[CH:29]=[C:30]([CH:41]=[C:42]([O:44][CH3:45])[CH:43]=1)[N:31]=[CH:32][C:33]1[CH:38]=[N:37][C:36]([O:39][CH3:40])=[CH:35][N:34]=1. Product: [CH3:26][O:27][C:28]1[CH:29]=[C:30]([NH:31][CH:32]([C:33]2[CH:38]=[N:37][C:36]([O:39][CH3:40])=[CH:35][N:34]=2)[C:8]([C:10]2[C:18]3[C:13](=[CH:14][CH:15]=[CH:16][CH:17]=3)[NH:12][CH:11]=2)=[O:9])[CH:41]=[C:42]([O:44][CH3:45])[CH:43]=1. The catalyst class is: 433. (4) Reactant: O.NN.[OH-].[Na+].[Br:6][C:7]1[CH:12]=[CH:11][CH:10]=[CH:9][C:8]=1[C:13](=O)[CH2:14][N:15]1[C:23]2[C:18](=[N:19][C:20]([O:24][CH3:25])=[CH:21][CH:22]=2)[CH:17]=[CH:16]1. Product: [Br:6][C:7]1[CH:12]=[CH:11][CH:10]=[CH:9][C:8]=1[CH2:13][CH2:14][N:15]1[C:23]2[C:18](=[N:19][C:20]([O:24][CH3:25])=[CH:21][CH:22]=2)[CH:17]=[CH:16]1. The catalyst class is: 831. (5) Reactant: [Cl:1][C:2]1[CH:3]=[C:4]([C:8]2[O:12][N:11]=[C:10]([CH2:13][CH:14]3[CH2:19][CH2:18][CH2:17][NH:16][C:15]3=O)[N:9]=2)[CH:5]=[CH:6][CH:7]=1.[C:21]([NH:29][NH2:30])(=O)[C:22]1[CH:27]=[CH:26][N:25]=[CH:24][CH:23]=1. Product: [Cl:1][C:2]1[CH:3]=[C:4]([C:8]2[O:12][N:11]=[C:10]([CH2:13][CH:14]3[CH2:19][CH2:18][CH2:17][N:16]4[C:21]([C:22]5[CH:27]=[CH:26][N:25]=[CH:24][CH:23]=5)=[N:29][N:30]=[C:15]34)[N:9]=2)[CH:5]=[CH:6][CH:7]=1. The catalyst class is: 2. (6) Reactant: [CH3:1][O:2][C:3](=[O:37])[NH:4][C@H:5]1[CH2:10][CH2:9][N:8]([C:11]2[CH:16]=[C:15]([C:17](=[O:19])[NH2:18])[CH:14]=[C:13]([NH:20]C(OC(C)(C)C)=O)[C:12]=2[Cl:28])[CH2:7][C@@H:6]1[O:29][Si:30]([C:33]([CH3:36])([CH3:35])[CH3:34])([CH3:32])[CH3:31].FC(F)(F)C(O)=O. Product: [CH3:1][O:2][C:3](=[O:37])[NH:4][C@H:5]1[CH2:10][CH2:9][N:8]([C:11]2[CH:16]=[C:15]([C:17](=[O:19])[NH2:18])[CH:14]=[C:13]([NH2:20])[C:12]=2[Cl:28])[CH2:7][C@@H:6]1[O:29][Si:30]([C:33]([CH3:35])([CH3:34])[CH3:36])([CH3:31])[CH3:32]. The catalyst class is: 344. (7) Reactant: [N:1]12[CH2:8][CH2:7][CH:4]([CH2:5][CH2:6]1)[C@@H:3]([O:9][C:10]([C:12]1([C:19]3[S:20][CH:21]=[CH:22][CH:23]=3)[CH2:18][CH2:17][CH2:16][CH2:15][CH2:14][CH2:13]1)=[O:11])[CH2:2]2.[Br:24][CH2:25][C:26]([NH:28][C:29]1[CH:34]=[N:33][C:32]([CH3:35])=[CH:31][N:30]=1)=[O:27].C(OCC)C.CCCC(C)C. Product: [Br-:24].[CH3:35][C:32]1[N:33]=[CH:34][C:29]([NH:28][C:26]([CH2:25][N+:1]23[CH2:6][CH2:5][CH:4]([CH2:7][CH2:8]2)[C@@H:3]([O:9][C:10]([C:12]2([C:19]4[S:20][CH:21]=[CH:22][CH:23]=4)[CH2:18][CH2:17][CH2:16][CH2:15][CH2:14][CH2:13]2)=[O:11])[CH2:2]3)=[O:27])=[N:30][CH:31]=1. The catalyst class is: 10.